This data is from Full USPTO retrosynthesis dataset with 1.9M reactions from patents (1976-2016). The task is: Predict the reactants needed to synthesize the given product. (1) Given the product [Br:13][C:14]1[C:15]([O:21][CH3:22])=[C:16]([CH:27]([C:26]2[CH:29]=[CH:30][CH:31]=[C:24]([F:23])[CH:25]=2)[OH:28])[C:17]([F:20])=[CH:18][CH:19]=1, predict the reactants needed to synthesize it. The reactants are: C(NC(C)C)(C)C.C([Li])CCC.[Br:13][C:14]1[CH:19]=[CH:18][C:17]([F:20])=[CH:16][C:15]=1[O:21][CH3:22].[F:23][C:24]1[CH:25]=[C:26]([CH:29]=[CH:30][CH:31]=1)[CH:27]=[O:28].[Cl-].[NH4+]. (2) Given the product [NH:8]1[CH2:9][CH2:10][CH:5]([S:2]([NH2:1])(=[O:4])=[O:3])[CH2:6][CH2:7]1, predict the reactants needed to synthesize it. The reactants are: [NH2:1][S:2]([CH:5]1[CH2:10][CH2:9][N:8](C(OCC2C=CC=CC=2)=O)[CH2:7][CH2:6]1)(=[O:4])=[O:3].C(O)(=O)C.